Dataset: Full USPTO retrosynthesis dataset with 1.9M reactions from patents (1976-2016). Task: Predict the reactants needed to synthesize the given product. (1) Given the product [C:1]([C:5]1[N:6]=[C:7]([N:23]2[CH2:27][C:26]([F:28])([F:29])[C:25]([F:30])([F:31])[CH2:24]2)[C:8]2[N:13]=[N:12][NH:11][C:9]=2[N:10]=1)([CH3:4])([CH3:2])[CH3:3], predict the reactants needed to synthesize it. The reactants are: [C:1]([C:5]1[N:6]=[C:7]([N:23]2[CH2:27][C:26]([F:29])([F:28])[C:25]([F:31])([F:30])[CH2:24]2)[C:8]2[N:13]=[N:12][N:11](CC3C=CC(OC)=CC=3)[C:9]=2[N:10]=1)([CH3:4])([CH3:3])[CH3:2].C([SiH](CC)CC)C. (2) Given the product [Cl:1][C:2]1[CH:3]=[CH:4][C:5]([S:31]([CH2:34][CH3:35])(=[O:32])=[O:33])=[C:6]([CH:30]=1)[NH:7][N:8]1[C:17](=[O:18])[C:16]2[C:11](=[CH:12][C:13]([CH2:23][N:24]3[CH2:25][CH2:26][N:27]([CH3:36])[CH2:28][CH2:29]3)=[C:14]([C:19]([F:22])([F:21])[F:20])[CH:15]=2)[N:10]=[CH:9]1, predict the reactants needed to synthesize it. The reactants are: [Cl:1][C:2]1[CH:3]=[CH:4][C:5]([S:31]([CH2:34][CH3:35])(=[O:33])=[O:32])=[C:6]([CH:30]=1)[NH:7][N:8]1[C:17](=[O:18])[C:16]2[C:11](=[CH:12][C:13]([CH2:23][N:24]3[CH2:29][CH2:28][NH:27][CH2:26][CH2:25]3)=[C:14]([C:19]([F:22])([F:21])[F:20])[CH:15]=2)[N:10]=[CH:9]1.[CH2:36]=O. (3) The reactants are: [O:1]1[C:5]2([CH2:10][CH2:9][CH:8]([CH:11]([NH:14]S(C(C)(C)C)=O)[CH:12]=[CH2:13])[CH2:7][CH2:6]2)[O:4][CH2:3][CH2:2]1.Cl. Given the product [O:1]1[C:5]2([CH2:10][CH2:9][CH:8]([CH:11]([NH2:14])[CH:12]=[CH2:13])[CH2:7][CH2:6]2)[O:4][CH2:3][CH2:2]1, predict the reactants needed to synthesize it. (4) Given the product [Cl:15][C:16]1[C:17]([F:23])=[C:18]([NH:19][C:3](=[O:5])/[CH:2]=[N:29]/[OH:30])[CH:20]=[CH:21][CH:22]=1, predict the reactants needed to synthesize it. The reactants are: Cl[C:2](Cl)(Cl)[CH:3]([OH:5])O.S([O-])([O-])(=O)=O.[Na+].[Na+].[Cl:15][C:16]1[C:17]([F:23])=[C:18]([CH:20]=[CH:21][CH:22]=1)[NH2:19].S(O)(O)(=O)=O.[NH2:29][OH:30].Cl. (5) Given the product [O:32]=[C:17]([NH:16][CH:6]1[CH2:5][CH2:9][N:8]([CH:10]2[CH2:15][CH2:14][S:33][CH2:12][CH2:11]2)[CH2:7]1)[CH2:18][NH:19][C:20](=[O:31])[C:21]1[CH:26]=[CH:25][CH:24]=[C:23]([C:27]([F:30])([F:29])[F:28])[CH:22]=1, predict the reactants needed to synthesize it. The reactants are: C(O[C@@H:5]1[CH2:9][N:8]([CH:10]2[CH2:15][CH2:14]O[CH2:12][CH2:11]2)[CH2:7][C@H:6]1[NH:16][C:17](=[O:32])[CH2:18][NH:19][C:20](=[O:31])[C:21]1[CH:26]=[CH:25][CH:24]=[C:23]([C:27]([F:30])([F:29])[F:28])[CH:22]=1)C=C.[S:33]1CCC(=O)CC1.O1CCC(=O)CC1.